From a dataset of Full USPTO retrosynthesis dataset with 1.9M reactions from patents (1976-2016). Predict the reactants needed to synthesize the given product. (1) Given the product [CH2:22]([N:12]1[C:11]([N:8]2[CH:9]=[CH:10][N:26]=[CH:7]2)=[C:16]([CH:17]([CH3:18])[CH3:19])[C:15](=[O:20])[NH:14][C:13]1=[O:21])[CH3:23], predict the reactants needed to synthesize it. The reactants are: ClC1C=C(C#N)C2C=[CH:7][N:8]([C:11]3[N:12]([CH2:22][CH3:23])[C:13](=[O:21])[NH:14][C:15](=[O:20])[C:16]=3[CH:17]([CH3:19])[CH3:18])[C:9]=2[CH:10]=1.[NH:26]1C=CN=C1. (2) Given the product [O:11]=[C:9]1[C:10]2[C:2]([C:12]#[N:13])=[CH:3][CH:4]=[CH:5][C:6]=2[CH2:7][CH2:8]1, predict the reactants needed to synthesize it. The reactants are: Br[C:2]1[CH:3]=[CH:4][CH:5]=[C:6]2[C:10]=1[C:9](=[O:11])[CH2:8][CH2:7]2.[CH3:12][N:13](C=O)C. (3) Given the product [CH:25]1([NH:28][C:14]2[CH:8]([C:5]3[CH:6]=[CH:7][C:2]([F:1])=[CH:3][CH:4]=3)[N:9]=[C:10]([C:20]3[S:21][CH:22]=[CH:23][CH:24]=3)[C:11]3[CH:19]=[CH:18][CH:17]=[N:16][C:12]=3[N:13]=2)[CH2:27][CH2:26]1, predict the reactants needed to synthesize it. The reactants are: [F:1][C:2]1[CH:7]=[CH:6][C:5]([CH:8]2[C:14](=O)[NH:13][C:12]3[N:16]=[CH:17][CH:18]=[CH:19][C:11]=3[C:10]([C:20]3[S:21][CH:22]=[CH:23][CH:24]=3)=[N:9]2)=[CH:4][CH:3]=1.[CH:25]1([NH2:28])[CH2:27][CH2:26]1.C(=O)(O)[O-].[Na+]. (4) Given the product [C:30]([O:29][C:27]([NH:17][C@@H:16]([C@H:18]([OH:19])[CH3:20])[C:15]([O:14][CH2:7][C:8]1[CH:13]=[CH:12][CH:11]=[CH:10][CH:9]=1)=[O:21])=[O:28])([CH3:33])([CH3:32])[CH3:31], predict the reactants needed to synthesize it. The reactants are: C(O)(=O)C(O)=O.[CH2:7]([O:14][C:15](=[O:21])[C@H:16]([C@@H:18]([CH3:20])[OH:19])[NH2:17])[C:8]1[CH:13]=[CH:12][CH:11]=[CH:10][CH:9]=1.C(=O)(O)[O-].[Na+].[C:27](O[C:27]([O:29][C:30]([CH3:33])([CH3:32])[CH3:31])=[O:28])([O:29][C:30]([CH3:33])([CH3:32])[CH3:31])=[O:28]. (5) The reactants are: [F:1][C:2]1[CH:17]=[CH:16][CH:15]=[CH:14][C:3]=1[CH2:4][C:5]1[C:9]2=[N:10][CH:11]=[CH:12][CH:13]=[C:8]2[NH:7][N:6]=1.Cl[C:19]1[N:24]=[C:23]([NH2:25])[C:22]([N+:26]([O-:28])=[O:27])=[C:21]([NH2:29])[N:20]=1.C1(P(C2CCCCC2)C2C=CC=CC=2C2C(C(C)C)=CC(C(C)C)=CC=2C(C)C)CCCCC1.C(=O)([O-])[O-].[Cs+].[Cs+]. Given the product [F:1][C:2]1[CH:17]=[CH:16][CH:15]=[CH:14][C:3]=1[CH2:4][C:5]1[C:9]2=[N:10][CH:11]=[CH:12][CH:13]=[C:8]2[N:7]([C:19]2[N:20]=[C:21]([NH2:29])[C:22]([N+:26]([O-:28])=[O:27])=[C:23]([NH2:25])[N:24]=2)[N:6]=1, predict the reactants needed to synthesize it. (6) Given the product [CH2:1]([N:8]1[C:16]2[C:11](=[CH:12][C:13]([NH:17][C:18]3[CH:27]=[CH:26][C:25]([Cl:28])=[CH:24][C:19]=3[C:20]([OH:22])=[O:21])=[CH:14][CH:15]=2)[CH:10]=[N:9]1)[C:2]1[CH:3]=[CH:4][CH:5]=[CH:6][CH:7]=1, predict the reactants needed to synthesize it. The reactants are: [CH2:1]([N:8]1[C:16]2[C:11](=[CH:12][C:13]([NH:17][C:18]3[CH:27]=[CH:26][C:25]([Cl:28])=[CH:24][C:19]=3[C:20]([O:22]C)=[O:21])=[CH:14][CH:15]=2)[CH:10]=[N:9]1)[C:2]1[CH:7]=[CH:6][CH:5]=[CH:4][CH:3]=1.[OH-].[Na+].O.Cl. (7) Given the product [ClH:22].[NH2:8][CH:9]1[CH2:15][CH2:14][C:13]2[CH:16]=[CH:17][CH:18]=[CH:19][C:12]=2[CH2:11][C:10]1=[N:20][OH:21], predict the reactants needed to synthesize it. The reactants are: C([NH:8][CH:9]1[CH2:15][CH2:14][C:13]2[CH:16]=[CH:17][CH:18]=[CH:19][C:12]=2[CH2:11][C:10]1=[N:20][OH:21])C1C=CC=CC=1.[ClH:22].